Dataset: Full USPTO retrosynthesis dataset with 1.9M reactions from patents (1976-2016). Task: Predict the reactants needed to synthesize the given product. (1) Given the product [O:29]=[S:2]1(=[O:1])[C:8]2[CH:9]=[CH:10][CH:11]=[CH:12][C:7]=2[CH2:6][N:5]([C:13]2[CH:22]=[C:21]([NH:23][CH2:24][CH2:25][CH2:26][NH:27][C:30](=[O:32])[CH3:31])[C:20]3[C:15](=[CH:16][CH:17]=[C:18]([CH3:28])[CH:19]=3)[N:14]=2)[CH2:4][CH2:3]1, predict the reactants needed to synthesize it. The reactants are: [O:1]=[S:2]1(=[O:29])[C:8]2[CH:9]=[CH:10][CH:11]=[CH:12][C:7]=2[CH2:6][N:5]([C:13]2[CH:22]=[C:21]([NH:23][CH2:24][CH2:25][CH2:26][NH2:27])[C:20]3[C:15](=[CH:16][CH:17]=[C:18]([CH3:28])[CH:19]=3)[N:14]=2)[CH2:4][CH2:3]1.[C:30](OC(=O)C)(=[O:32])[CH3:31]. (2) Given the product [CH:6]1([C:7]2[CH:9]=[CH:26][C:25]([N:28]([CH2:29][CH2:30][CH2:31][N:32]([CH3:34])[CH3:33])[CH3:35])=[C:24]([N+:36]([O-:38])=[O:37])[CH:10]=2)[CH2:11][CH2:12]1, predict the reactants needed to synthesize it. The reactants are: C1(B2O[C:7]([CH3:10])([CH3:9])[C:6]([CH3:12])([CH3:11])O2)CC1.P([O-])([O-])([O-])=O.[K+].[K+].[K+].BrC1C=[CH:26][C:25]([N:28]([CH3:35])[CH2:29][CH2:30][CH2:31][N:32]([CH3:34])[CH3:33])=[C:24]([N+:36]([O-:38])=[O:37])C=1.C1(P(C2CCCCC2)C2CCCCC2)CCCCC1. (3) Given the product [CH2:17]([NH:21][C:6]([CH:5]([O:4][C:1](=[O:3])[CH3:2])[C:9]1[CH:14]=[CH:13][C:12]([O:15][CH3:16])=[CH:11][CH:10]=1)=[O:8])[CH2:18][CH2:19][CH3:20], predict the reactants needed to synthesize it. The reactants are: [C:1]([O:4][CH:5]([C:9]1[CH:14]=[CH:13][C:12]([O:15][CH3:16])=[CH:11][CH:10]=1)[C:6]([OH:8])=O)(=[O:3])[CH3:2].[CH2:17]([NH2:21])[CH2:18][CH2:19][CH3:20].